Dataset: Peptide-MHC class II binding affinity with 134,281 pairs from IEDB. Task: Regression. Given a peptide amino acid sequence and an MHC pseudo amino acid sequence, predict their binding affinity value. This is MHC class II binding data. (1) The peptide sequence is SAQNISGAGWSGMAE. The MHC is DRB1_0802 with pseudo-sequence DRB1_0802. The binding affinity (normalized) is 0.219. (2) The peptide sequence is LAEGIVLASAALGPL. The MHC is HLA-DQA10501-DQB10402 with pseudo-sequence HLA-DQA10501-DQB10402. The binding affinity (normalized) is 0.428.